This data is from Forward reaction prediction with 1.9M reactions from USPTO patents (1976-2016). The task is: Predict the product of the given reaction. (1) Given the reactants [CH:1]1([O:6][C:7]2[C:8]([O:19][CH3:20])=[CH:9][CH:10]=[C:11]3[C:16]=2[NH:15][C:14](=[O:17])[CH:13]=[C:12]3O)[CH2:5][CH2:4][CH2:3][CH2:2]1.C([O-])(=O)C.[NH4+:25], predict the reaction product. The product is: [NH2:25][C:12]1[C:11]2[C:16](=[C:7]([O:6][CH:1]3[CH2:5][CH2:4][CH2:3][CH2:2]3)[C:8]([O:19][CH3:20])=[CH:9][CH:10]=2)[NH:15][C:14](=[O:17])[CH:13]=1. (2) Given the reactants CN(CCCC1([C:18]2[CH:19]=[CH:20][C:21]([F:24])=[CH:22][CH:23]=2)OCC2C=C(C#N)C=CC1=2)C.[Br:25][C:26]1[CH:27]=[C:28]2[C:33](=[CH:34][CH:35]=1)[C:31](=[O:32])[O:30][CH2:29]2.FC1C=CC(Br)=CC=1.[Mg], predict the reaction product. The product is: [OH:30][CH2:29][C:28]1[CH:27]=[C:26]([Br:25])[CH:35]=[CH:34][C:33]=1[C:31]([C:18]1[CH:23]=[CH:22][C:21]([F:24])=[CH:20][CH:19]=1)=[O:32]. (3) The product is: [C:21]([C:16]1[C:15]([O:13][C:8]2[C:9]([CH3:12])=[N:10][C:11]3[C:6]([CH:7]=2)=[CH:5][CH:4]=[CH:3][C:2]=3[F:1])=[CH:20][CH:19]=[CH:18][N:17]=1)#[N:22]. Given the reactants [F:1][C:2]1[CH:3]=[CH:4][CH:5]=[C:6]2[C:11]=1[N:10]=[C:9]([CH3:12])[C:8]([OH:13])=[CH:7]2.Cl[C:15]1[C:16]([C:21]#[N:22])=[N:17][CH:18]=[CH:19][CH:20]=1.C(=O)([O-])[O-].[K+].[K+].O, predict the reaction product.